This data is from Catalyst prediction with 721,799 reactions and 888 catalyst types from USPTO. The task is: Predict which catalyst facilitates the given reaction. Reactant: [Cl:1][C:2]1[C:9]([Cl:10])=[C:8](OS(C(F)(F)F)(=O)=O)[CH:7]=[CH:6][C:3]=1[CH:4]=[O:5].[CH3:19][O:20][C:21]1[CH:26]=[CH:25][CH:24]=[CH:23][C:22]=1[SH:27].C(N(C(C)C)CC)(C)C. Product: [Cl:1][C:2]1[C:9]([Cl:10])=[C:8]([S:27][C:22]2[CH:23]=[CH:24][CH:25]=[CH:26][C:21]=2[O:20][CH3:19])[CH:7]=[CH:6][C:3]=1[CH:4]=[O:5]. The catalyst class is: 10.